From a dataset of Catalyst prediction with 721,799 reactions and 888 catalyst types from USPTO. Predict which catalyst facilitates the given reaction. (1) Reactant: [OH:1][C:2]1[C:11]2[C:6](=[CH:7][CH:8]=[CH:9][CH:10]=2)[CH:5]=[CH:4][C:3]=1[CH:12]=[O:13].[H-].[Na+].[CH3:16]I. Product: [CH3:16][O:1][C:2]1[C:11]2[C:6](=[CH:7][CH:8]=[CH:9][CH:10]=2)[CH:5]=[CH:4][C:3]=1[CH:12]=[O:13]. The catalyst class is: 9. (2) Reactant: [Cl:1][C:2]1[CH:7]=[CH:6][C:5]([CH2:8][C:9]#[N:10])=[C:4]([F:11])[CH:3]=1.[Cl:12][C:13]1[CH:14]=[C:15]([CH:18]=[CH:19][CH:20]=1)[CH:16]=O.C[O-].[Na+]. Product: [Cl:1][C:2]1[CH:7]=[CH:6][C:5](/[C:8](=[CH:16]/[C:15]2[CH:18]=[CH:19][CH:20]=[C:13]([Cl:12])[CH:14]=2)/[C:9]#[N:10])=[C:4]([F:11])[CH:3]=1. The catalyst class is: 5.